This data is from Reaction yield outcomes from USPTO patents with 853,638 reactions. The task is: Predict the reaction yield, written as a fraction of the theoretical maximum amount of product (1.0 means a 100% yield; for example, 0.34 means a 34% yield). The yield is 0.480. The reactants are [CH2:1]([N:4]1[C:8]2[CH:9]=[CH:10][C:11]([NH2:13])=[CH:12][C:7]=2[N:6]=[CH:5]1)[CH2:2][CH3:3].[Br:14]Br.N.CO.C(Cl)Cl. The catalyst is CC(O)=O. The product is [CH2:1]([N:4]1[C:8]2[CH:9]=[CH:10][C:11]([NH2:13])=[C:12]([Br:14])[C:7]=2[N:6]=[CH:5]1)[CH2:2][CH3:3].